From a dataset of Catalyst prediction with 721,799 reactions and 888 catalyst types from USPTO. Predict which catalyst facilitates the given reaction. Reactant: [CH2:1]([C:3]1[O:4][CH:5]=[C:6]([CH2:8]P(=O)([O-])[O-])[N:7]=1)[CH3:2].[H-].[Na+].[CH3:15][O:16][CH2:17][O:18][C:19]1[C:23]([CH:24]=O)=[CH:22][N:21]([C:26]2[CH:31]=[CH:30][CH:29]=[CH:28][CH:27]=2)[N:20]=1.O. Product: [CH2:1]([C:3]1[O:4][CH:5]=[C:6](/[CH:8]=[CH:24]\[C:23]2[C:19]([O:18][CH2:17][O:16][CH3:15])=[N:20][N:21]([C:26]3[CH:31]=[CH:30][CH:29]=[CH:28][CH:27]=3)[CH:22]=2)[N:7]=1)[CH3:2]. The catalyst class is: 7.